The task is: Predict the reactants needed to synthesize the given product.. This data is from Full USPTO retrosynthesis dataset with 1.9M reactions from patents (1976-2016). (1) The reactants are: [Cl:1][C:2]1[N:10]=[C:9]2[C:5]([N:6]=[C:7]([CH2:13][N:14]3[CH2:24][CH2:23][C:17]4(C(=O)NCC4)[CH2:16][CH2:15]3)[N:8]2[CH2:11][CH3:12])=[C:4]([N:25]2[CH2:30][CH2:29][O:28][CH2:27][CH2:26]2)[N:3]=1.[N:31]1(C2CCNCC2)[CH2:36][CH2:35][CH2:34][CH2:33][C:32]1=[O:37]. Given the product [Cl:1][C:2]1[N:10]=[C:9]2[C:5]([N:6]=[C:7]([CH2:13][N:14]3[CH2:24][CH2:23][CH:17]([N:31]4[CH2:36][CH2:35][CH2:34][CH2:33][C:32]4=[O:37])[CH2:16][CH2:15]3)[N:8]2[CH2:11][CH3:12])=[C:4]([N:25]2[CH2:30][CH2:29][O:28][CH2:27][CH2:26]2)[N:3]=1, predict the reactants needed to synthesize it. (2) Given the product [F:43][C:44]1[CH:49]=[C:48]([F:50])[CH:47]=[CH:46][C:45]=1[NH:51][C:52](=[O:53])[N:16]([CH2:15][CH2:14][O:13][C:10]1[CH:9]=[CH:8][C:7]([CH2:6][CH:5]([O:17][CH2:18][CH3:19])[C:4]([OH:3])=[O:20])=[CH:12][CH:11]=1)[CH2:21][CH2:22][CH2:23][CH2:24][CH3:25], predict the reactants needed to synthesize it. The reactants are: C([O:3][C:4](=[O:20])[CH:5]([O:17][CH2:18][CH3:19])[CH2:6][C:7]1[CH:12]=[CH:11][C:10]([O:13][CH2:14][CH2:15][NH2:16])=[CH:9][CH:8]=1)C.[C:21](Cl)(=O)[CH2:22][CH2:23][CH2:24][CH3:25].FC1C(F)=C(F)C(F)=C2C(=O)OC(=O)C=12.[F:43][C:44]1[CH:49]=[C:48]([F:50])[CH:47]=[CH:46][C:45]=1[N:51]=[C:52]=[O:53]. (3) Given the product [CH:22]1([NH:25][C:1](=[O:8])/[CH:2]=[CH:3]\[CH2:4][CH2:5][CH3:6])[CH2:24][CH2:23]1, predict the reactants needed to synthesize it. The reactants are: [C:1]([OH:8])(=O)/[CH:2]=[CH:3]\[CH2:4][CH2:5][CH3:6].ClC(OCC)=O.C(N(CC)CC)C.[CH:22]1([NH2:25])[CH2:24][CH2:23]1.[Cl-].[Na+].